This data is from Full USPTO retrosynthesis dataset with 1.9M reactions from patents (1976-2016). The task is: Predict the reactants needed to synthesize the given product. (1) The reactants are: [O:1]([CH2:8][C:9]1[CH:13]=[C:12]([C:14]([OH:16])=O)[N:11]([CH2:17][CH2:18][NH:19][C@@H:20]([C:22]2[CH:27]=[CH:26][CH:25]=[CH:24][CH:23]=2)[CH3:21])[N:10]=1)[C:2]1[CH:7]=[CH:6][CH:5]=[CH:4][CH:3]=1.CN(C(ON1N=NC2C=CC=NC1=2)=[N+](C)C)C.F[P-](F)(F)(F)(F)F.CCN(C(C)C)C(C)C. Given the product [O:1]([CH2:8][C:9]1[CH:13]=[C:12]2[C:14](=[O:16])[N:19]([C@@H:20]([C:22]3[CH:27]=[CH:26][CH:25]=[CH:24][CH:23]=3)[CH3:21])[CH2:18][CH2:17][N:11]2[N:10]=1)[C:2]1[CH:7]=[CH:6][CH:5]=[CH:4][CH:3]=1, predict the reactants needed to synthesize it. (2) Given the product [CH:32]1([C:35]([NH:1][C:2]2[CH:7]=[C:6]([O:8][C:9]3[CH:10]=[CH:11][C:12]([NH:15][C:16]([C:18]4[C:19](=[O:31])[N:20]([C:25]5[CH:26]=[CH:27][CH:28]=[CH:29][CH:30]=5)[N:21]([CH3:24])[C:22]=4[CH3:23])=[O:17])=[N:13][CH:14]=3)[CH:5]=[CH:4][N:3]=2)=[O:36])[CH2:34][CH2:33]1, predict the reactants needed to synthesize it. The reactants are: [NH2:1][C:2]1[CH:7]=[C:6]([O:8][C:9]2[CH:10]=[CH:11][C:12]([NH:15][C:16]([C:18]3[C:19](=[O:31])[N:20]([C:25]4[CH:30]=[CH:29][CH:28]=[CH:27][CH:26]=4)[N:21]([CH3:24])[C:22]=3[CH3:23])=[O:17])=[N:13][CH:14]=2)[CH:5]=[CH:4][N:3]=1.[CH:32]1([C:35](Cl)=[O:36])[CH2:34][CH2:33]1. (3) The reactants are: Br[C:2]1[CH:9]=[CH:8][C:5]([NH:6][CH3:7])=[C:4]([N+:10]([O-:12])=[O:11])[C:3]=1[F:13].[CH3:14][N:15]1[CH:20]=[C:19](B2OC(C)(C)C(C)(C)O2)[C:18]2[CH:30]=[CH:31][N:32]([CH2:33][O:34][CH2:35][CH2:36][Si:37]([CH3:40])([CH3:39])[CH3:38])[C:17]=2[C:16]1=[O:41]. Given the product [F:13][C:3]1[C:4]([N+:10]([O-:12])=[O:11])=[C:5]([NH:6][CH3:7])[CH:8]=[CH:9][C:2]=1[C:19]1[C:18]2[CH:30]=[CH:31][N:32]([CH2:33][O:34][CH2:35][CH2:36][Si:37]([CH3:38])([CH3:40])[CH3:39])[C:17]=2[C:16](=[O:41])[N:15]([CH3:14])[CH:20]=1, predict the reactants needed to synthesize it. (4) Given the product [CH2:20]([O:19][C:17](=[O:18])[CH2:16][CH:8]([C:5]1[CH:4]=[CH:3][C:2]([Br:1])=[CH:7][CH:6]=1)[C:9]([OH:11])=[O:10])[C:21]1[CH:22]=[CH:23][CH:24]=[CH:25][CH:26]=1, predict the reactants needed to synthesize it. The reactants are: [Br:1][C:2]1[CH:7]=[CH:6][C:5]([CH:8]([CH2:16][C:17]([O:19][CH2:20][C:21]2[CH:26]=[CH:25][CH:24]=[CH:23][CH:22]=2)=[O:18])[C:9]([O:11]C(C)(C)C)=[O:10])=[CH:4][CH:3]=1. (5) Given the product [CH3:1][C:2]1[CH:6]=[C:5]([NH:7][C:16]2[CH:24]=[CH:23][CH:22]=[CH:21][C:17]=2[C:18]([NH2:20])=[O:19])[N:4]([C:8]2[CH:13]=[CH:12][CH:11]=[CH:10][C:9]=2[CH3:14])[N:3]=1, predict the reactants needed to synthesize it. The reactants are: [CH3:1][C:2]1[CH:6]=[C:5]([NH2:7])[N:4]([C:8]2[CH:13]=[CH:12][CH:11]=[CH:10][C:9]=2[CH3:14])[N:3]=1.Br[C:16]1[CH:24]=[CH:23][CH:22]=[CH:21][C:17]=1[C:18]([NH2:20])=[O:19].C(=O)([O-])[O-].[K+].[K+].C(O)(=O)C.